This data is from NCI-60 drug combinations with 297,098 pairs across 59 cell lines. The task is: Regression. Given two drug SMILES strings and cell line genomic features, predict the synergy score measuring deviation from expected non-interaction effect. Drug 1: CCN(CC)CCCC(C)NC1=C2C=C(C=CC2=NC3=C1C=CC(=C3)Cl)OC. Drug 2: B(C(CC(C)C)NC(=O)C(CC1=CC=CC=C1)NC(=O)C2=NC=CN=C2)(O)O. Cell line: HOP-62. Synergy scores: CSS=61.2, Synergy_ZIP=3.01, Synergy_Bliss=4.45, Synergy_Loewe=-17.5, Synergy_HSA=0.736.